This data is from Full USPTO retrosynthesis dataset with 1.9M reactions from patents (1976-2016). The task is: Predict the reactants needed to synthesize the given product. (1) The reactants are: C([N:8]1[CH2:13][CH2:12][N:11](CC2C=CC=CC=2)[CH2:10][CH:9]1[CH2:21][C:22]([O:24][CH3:25])=[O:23])C1C=CC=CC=1.Cl.[C:27]([O:31][C:32]([O:34]N=C(C1C=CC=CC=1)C#N)=O)([CH3:30])([CH3:29])[CH3:28]. Given the product [CH3:25][O:24][C:22]([CH2:21][CH:9]1[NH:8][CH2:13][CH2:12][N:11]([C:32]([O:31][C:27]([CH3:28])([CH3:29])[CH3:30])=[O:34])[CH2:10]1)=[O:23], predict the reactants needed to synthesize it. (2) Given the product [CH3:65][C:64]([O:63][C:61]([N:58]1[CH2:59][CH2:60][CH:55]([O:54][C:51]2[CH:52]=[CH:53][C:48]([N:71]3[CH2:70][CH2:69][N:68]([C:74]([O:76][CH2:77][C:78]4[CH:83]=[CH:82][CH:81]=[CH:80][CH:79]=4)=[O:75])[CH2:73][CH2:72]3)=[CH:49][CH:50]=2)[CH2:56][CH2:57]1)=[O:62])([CH3:67])[CH3:66], predict the reactants needed to synthesize it. The reactants are: C1(P(C2C=CC=CC=2)C2C=CC3C(=CC=CC=3)C=2C2C3C(=CC=CC=3)C=CC=2P(C2C=CC=CC=2)C2C=CC=CC=2)C=CC=CC=1.I[C:48]1[CH:53]=[CH:52][C:51]([O:54][CH:55]2[CH2:60][CH2:59][N:58]([C:61]([O:63][C:64]([CH3:67])([CH3:66])[CH3:65])=[O:62])[CH2:57][CH2:56]2)=[CH:50][CH:49]=1.[N:68]1([C:74]([O:76][CH2:77][C:78]2[CH:83]=[CH:82][CH:81]=[CH:80][CH:79]=2)=[O:75])[CH2:73][CH2:72][NH:71][CH2:70][CH2:69]1.CC(C)([O-])C.[Na+]. (3) Given the product [CH2:3]([O:12][C:1](=[O:13])[CH:2]=[CH:3][C:4]1[CH:11]=[CH:10][C:8]([O:9][CH2:11][CH:4]=[CH2:5])=[C:6]([O:7][CH2:10][CH:8]=[CH2:6])[CH:5]=1)[CH:2]=[CH2:1], predict the reactants needed to synthesize it. The reactants are: [C:1]([OH:13])(=[O:12])/[CH:2]=[CH:3]/[C:4]1[CH:11]=[CH:10][C:8]([OH:9])=[C:6]([OH:7])[CH:5]=1.[Br-].C([O-])([O-])=O.[K+].[K+]. (4) Given the product [C:19]([O:16][C:14]1[CH:13]=[C:12]([CH3:17])[N:11]=[C:10]([S:9][CH2:8][C:7]2[C:6]([CH3:18])=[CH:5][N:4]=[CH:3][C:2]=2[Cl:1])[N:15]=1)(=[O:21])[CH3:20], predict the reactants needed to synthesize it. The reactants are: [Cl:1][C:2]1[CH:3]=[N:4][CH:5]=[C:6]([CH3:18])[C:7]=1[CH2:8][S:9][C:10]1[N:15]=[C:14]([OH:16])[CH:13]=[C:12]([CH3:17])[N:11]=1.[C:19](Cl)(=[O:21])[CH3:20].C(N(CC)CC)C.